This data is from NCI-60 drug combinations with 297,098 pairs across 59 cell lines. The task is: Regression. Given two drug SMILES strings and cell line genomic features, predict the synergy score measuring deviation from expected non-interaction effect. (1) Drug 1: CC1=CC=C(C=C1)C2=CC(=NN2C3=CC=C(C=C3)S(=O)(=O)N)C(F)(F)F. Drug 2: COC1=NC(=NC2=C1N=CN2C3C(C(C(O3)CO)O)O)N. Cell line: BT-549. Synergy scores: CSS=-2.66, Synergy_ZIP=7.92, Synergy_Bliss=4.01, Synergy_Loewe=-2.02, Synergy_HSA=-1.58. (2) Drug 1: CNC(=O)C1=CC=CC=C1SC2=CC3=C(C=C2)C(=NN3)C=CC4=CC=CC=N4. Drug 2: C(CN)CNCCSP(=O)(O)O. Cell line: ACHN. Synergy scores: CSS=-0.252, Synergy_ZIP=-1.02, Synergy_Bliss=-3.79, Synergy_Loewe=-6.65, Synergy_HSA=-4.08. (3) Drug 1: CC1=C(C(=O)C2=C(C1=O)N3CC4C(C3(C2COC(=O)N)OC)N4)N. Drug 2: CC1CCCC2(C(O2)CC(NC(=O)CC(C(C(=O)C(C1O)C)(C)C)O)C(=CC3=CSC(=N3)C)C)C. Cell line: NCI-H460. Synergy scores: CSS=83.0, Synergy_ZIP=-0.780, Synergy_Bliss=-1.93, Synergy_Loewe=-1.43, Synergy_HSA=0.339. (4) Drug 1: CN1CCC(CC1)COC2=C(C=C3C(=C2)N=CN=C3NC4=C(C=C(C=C4)Br)F)OC. Drug 2: CC1=C(C=C(C=C1)C(=O)NC2=CC(=CC(=C2)C(F)(F)F)N3C=C(N=C3)C)NC4=NC=CC(=N4)C5=CN=CC=C5. Cell line: U251. Synergy scores: CSS=4.73, Synergy_ZIP=0.299, Synergy_Bliss=2.38, Synergy_Loewe=-0.638, Synergy_HSA=0.398.